Dataset: Reaction yield outcomes from USPTO patents with 853,638 reactions. Task: Predict the reaction yield, written as a fraction of the theoretical maximum amount of product (1.0 means a 100% yield; for example, 0.34 means a 34% yield). (1) The reactants are [C:1]([C:5]1[CH:17]=[CH:16][C:15]2[C:14]3[C:9](=[CH:10][C:11]([C:18]([CH3:21])([CH3:20])[CH3:19])=[CH:12][CH:13]=3)[CH2:8][C:7]=2[CH:6]=1)([CH3:4])([CH3:3])[CH3:2].C([Li])CCC.[C:27]1([CH3:46])[CH:32]=[CH:31][C:30]([C:33]([C:39]2[CH:44]=[CH:43][C:42]([CH3:45])=[CH:41][CH:40]=2)=[C:34]2[CH:38]=[CH:37][CH:36]=[CH:35]2)=[CH:29][CH:28]=1.[Cl-].[NH4+]. The catalyst is O1CCCC1.O.C(OCC)C.CCCCCC. The product is [C:1]([C:5]1[CH:17]=[CH:16][C:15]2[C:14]3[C:9](=[CH:10][C:11]([C:18]([CH3:21])([CH3:20])[CH3:19])=[CH:12][CH:13]=3)[CH2:8][C:7]=2[C:6]=1[C:33]([CH:34]1[CH:35]=[CH:36][CH:37]=[CH:38]1)([C:30]1[CH:29]=[CH:28][C:27]([CH3:46])=[CH:32][CH:31]=1)[C:39]1[CH:40]=[CH:41][C:42]([CH3:45])=[CH:43][CH:44]=1)([CH3:4])([CH3:3])[CH3:2]. The yield is 0.675. (2) The product is [CH3:9][O:8][C:6]1[CH:5]=[CH:4][C:3]([C:10]([C:12]2[CH:13]=[N:14][C:15]([O:18][CH2:19][C:20]3[N:21]=[C:22]([C:26]4[CH:31]=[CH:30][CH:29]=[CH:28][CH:27]=4)[O:23][C:24]=3[CH3:25])=[CH:16][CH:17]=2)=[O:11])=[C:2]([CH:7]=1)[O:1][C@H:33]([CH3:40])[C:34]([O:36][CH2:37][CH:38]=[CH2:39])=[O:35]. The yield is 0.950. The catalyst is ClCCl. The reactants are [OH:1][C:2]1[CH:7]=[C:6]([O:8][CH3:9])[CH:5]=[CH:4][C:3]=1[C:10]([C:12]1[CH:13]=[N:14][C:15]([O:18][CH2:19][C:20]2[N:21]=[C:22]([C:26]3[CH:31]=[CH:30][CH:29]=[CH:28][CH:27]=3)[O:23][C:24]=2[CH3:25])=[CH:16][CH:17]=1)=[O:11].O[C@@H:33]([CH3:40])[C:34]([O:36][CH2:37][CH:38]=[CH2:39])=[O:35].C1(P(C2C=CC=CC=2)C2C=CC=CC=2)C=CC=CC=1.N(C(OCC)=O)=NC(OCC)=O. (3) The reactants are [CH3:1][O:2][C:3]1[CH:4]=[C:5]([S:11](Cl)(=[O:13])=[O:12])[CH:6]=[CH:7][C:8]=1[O:9][CH3:10].C(N(CC)CC)C.[CH2:22]([NH2:30])[CH2:23][CH2:24][CH2:25][CH2:26][CH2:27][CH2:28][CH3:29]. The catalyst is C(OCC)(=O)C. The product is [CH2:22]([NH:30][S:11]([C:5]1[CH:6]=[CH:7][C:8]([O:9][CH3:10])=[C:3]([O:2][CH3:1])[CH:4]=1)(=[O:13])=[O:12])[CH2:23][CH2:24][CH2:25][CH2:26][CH2:27][CH2:28][CH3:29]. The yield is 0.780. (4) The reactants are [C:1]1([S:7]([NH:10][C:11]2[CH:12]=[C:13]3[C:18](=[CH:19][CH:20]=2)[O:17][CH2:16][CH2:15][C:14]3=[C:21]2[CH2:26][CH2:25][N:24](C(OCC3C=CC=CC=3)=O)[CH2:23][CH2:22]2)(=[O:9])=[O:8])[CH:6]=[CH:5][CH:4]=[CH:3][CH:2]=1.Cl.[OH-].[Na+].C(=O)([O-])[O-].[Na+].[Na+]. The catalyst is C(Cl)(Cl)Cl.C(O)C. The product is [OH2:8].[NH:24]1[CH2:23][CH2:22][CH:21]([C:14]2[C:13]3[C:18](=[CH:19][CH:20]=[C:11]([NH:10][S:7]([C:1]4[CH:2]=[CH:3][CH:4]=[CH:5][CH:6]=4)(=[O:9])=[O:8])[CH:12]=3)[O:17][CH2:16][CH:15]=2)[CH2:26][CH2:25]1.[NH:24]1[CH2:23][CH2:22][CH:21]([C:14]2[C:13]3[C:18](=[CH:19][CH:20]=[C:11]([NH:10][S:7]([C:1]4[CH:2]=[CH:3][CH:4]=[CH:5][CH:6]=4)(=[O:9])=[O:8])[CH:12]=3)[O:17][CH2:16][CH:15]=2)[CH2:26][CH2:25]1. The yield is 0.200. (5) The reactants are [F:1][C:2]1[CH:3]=[C:4]([C:17]2[CH:22]=[CH:21][C:20]([C:23]([F:26])([F:25])[F:24])=[CH:19][C:18]=2[F:27])[C:5]([NH2:16])=[C:6]([C:8]2[CH:13]=[CH:12][C:11]([O:14]C)=[CH:10][CH:9]=2)[CH:7]=1.B(Br)(Br)Br.CO.O. The catalyst is C(Cl)Cl. The product is [NH2:16][C:5]1[C:4]([C:17]2[CH:22]=[CH:21][C:20]([C:23]([F:24])([F:25])[F:26])=[CH:19][C:18]=2[F:27])=[CH:3][C:2]([F:1])=[CH:7][C:6]=1[C:8]1[CH:13]=[CH:12][C:11]([OH:14])=[CH:10][CH:9]=1. The yield is 0.700. (6) The reactants are OS(O)(=O)=O.[OH:6][C:7]1[CH:8]=[C:9]([CH2:13][C:14]([OH:16])=[O:15])[CH:10]=[CH:11][CH:12]=1.[CH3:17][CH2:18]O. No catalyst specified. The product is [CH2:17]([O:15][C:14](=[O:16])[CH2:13][C:9]1[CH:10]=[CH:11][CH:12]=[C:7]([OH:6])[CH:8]=1)[CH3:18]. The yield is 0.960. (7) The reactants are N[C@H](C(N[C@H](C(N[C@H](C(N[C@H](C(N[C@H](C(N[C@H](C(N[C@H](C(N[C@H](C(O)=O)CCC(=O)OC(C)(C)C)=O)[C@@H](C)OC(C)(C)C)=O)[C@H](CC)C)=O)C(C)C)=O)CCC(=O)OC(C)(C)C)=O)CC(=O)NC(C1C=CC=CC=1)(C1C=CC=CC=1)C1C=CC=CC=1)=O)CC(C)C)=[O:8])CC(C)C.SCCS([O-])(=O)=O.[Na+].C1CN([P+](ON2N=NC3C=CC=CC2=3)(N2CCCC2)N2CCCC2)CC1.F[P-](F)(F)(F)(F)F.CCN(C(C)C)C(C)C.[F:147][C:148]([F:153])([F:152])[C:149]([OH:151])=[O:150]. The catalyst is CN(C=O)C.O. The product is [OH2:8].[OH:151][C:149]([C:148]([F:153])([F:152])[F:147])=[O:150].[C:149]([OH:151])([C:148]([F:153])([F:152])[F:147])=[O:150]. The yield is 0.00100. (8) The reactants are [CH2:1]([N:3]([CH2:19][CH3:20])[C:4]([C:6]1[CH:7]=[N:8][C:9]([NH:15][CH2:16][CH:17]=[CH2:18])=[C:10]([N+:12]([O-])=O)[CH:11]=1)=[O:5])[CH3:2].O.O.[Sn](Cl)Cl. The catalyst is CN(C=O)C. The product is [NH2:12][C:10]1[CH:11]=[C:6]([C:4]([N:3]([CH2:19][CH3:20])[CH2:1][CH3:2])=[O:5])[CH:7]=[N:8][C:9]=1[NH:15][CH2:16][CH:17]=[CH2:18]. The yield is 0.490. (9) The reactants are Cl.[O:2]1[CH2:6][CH2:5][CH2:4][CH:3]1[C:7]([N:9]1[CH2:14][CH2:13][N:12]([CH2:15][C:16]([OH:18])=O)[CH2:11][CH2:10]1)=[O:8].[NH2:19][C@@H:20]([CH2:38][O:39][CH2:40][C:41]1[CH:46]=[CH:45][CH:44]=[CH:43][CH:42]=1)[C:21]([NH:23][C:24]1[CH:29]=[CH:28][C:27]([O:30][C:31]2[CH:36]=[CH:35][C:34]([F:37])=[CH:33][CH:32]=2)=[CH:26][CH:25]=1)=[O:22]. No catalyst specified. The product is [CH2:40]([O:39][CH2:38][C@H:20]([NH:19][C:16](=[O:18])[CH2:15][N:12]1[CH2:11][CH2:10][N:9]([C:7]([CH:3]2[CH2:4][CH2:5][CH2:6][O:2]2)=[O:8])[CH2:14][CH2:13]1)[C:21]([NH:23][C:24]1[CH:29]=[CH:28][C:27]([O:30][C:31]2[CH:36]=[CH:35][C:34]([F:37])=[CH:33][CH:32]=2)=[CH:26][CH:25]=1)=[O:22])[C:41]1[CH:46]=[CH:45][CH:44]=[CH:43][CH:42]=1. The yield is 0.399. (10) The catalyst is CN(C=O)C. The reactants are Cl.[CH3:2][C:3]1[C:7]2[CH:8]=[CH:9][CH:10]=[CH:11][C:6]=2[O:5][C:4]=1[CH:12]1[CH2:15][NH:14][CH2:13]1.Cl.[O:17]=[C:18]1[NH:27][C:26]2[N:25]=[CH:24][C:23](/[CH:28]=[CH:29]/[C:30](O)=[O:31])=[CH:22][C:21]=2[CH2:20][CH2:19]1.CCN=C=NCCCN(C)C.Cl.C1C=NC2N(O)N=NC=2C=1.C(N(CC)C(C)C)(C)C. The yield is 0.580. The product is [CH3:2][C:3]1[C:7]2[CH:8]=[CH:9][CH:10]=[CH:11][C:6]=2[O:5][C:4]=1[CH:12]1[CH2:13][N:14]([C:30](=[O:31])/[CH:29]=[CH:28]/[C:23]2[CH:22]=[C:21]3[C:26](=[N:25][CH:24]=2)[NH:27][C:18](=[O:17])[CH2:19][CH2:20]3)[CH2:15]1.